Predict the product of the given reaction. From a dataset of Forward reaction prediction with 1.9M reactions from USPTO patents (1976-2016). (1) Given the reactants Cl[C:2]1[CH:7]=[CH:6][N:5]2[N:8]=[C:9]([CH3:11])[CH:10]=[C:4]2[N:3]=1.[NH3:12], predict the reaction product. The product is: [CH3:11][C:9]1[CH:10]=[C:4]2[N:3]=[C:2]([NH2:12])[CH:7]=[CH:6][N:5]2[N:8]=1. (2) Given the reactants [O:1]=[C:2]1[C:10]2([CH2:15][CH2:14][CH2:13][CH2:12][CH2:11]2)[C:9]2[C:4](=[CH:5][CH:6]=[C:7]([C:16]3[CH:17]=[C:18]([CH:21]=[C:22]([F:24])[CH:23]=3)[C:19]#[N:20])[CH:8]=2)[NH:3]1.[CH2:25]([O:27][CH:28](OCC)[O:29][CH2:30][CH3:31])[CH3:26], predict the reaction product. The product is: [CH2:25]([O:27][CH:28]([O:29][CH2:30][CH3:31])[N:3]1[C:4]2[C:9](=[CH:8][C:7]([C:16]3[CH:17]=[C:18]([CH:21]=[C:22]([F:24])[CH:23]=3)[C:19]#[N:20])=[CH:6][CH:5]=2)[C:10]2([CH2:11][CH2:12][CH2:13][CH2:14][CH2:15]2)[C:2]1=[O:1])[CH3:26]. (3) The product is: [I:29][C:21]1[CH:20]=[N:19][N:12]2[C:13]([C:15]([F:18])([F:17])[F:16])=[CH:14][C:9]([C:5]3[CH:6]=[CH:7][CH:8]=[C:3]([C:2]([F:1])([F:22])[F:23])[CH:4]=3)=[N:10][C:11]=12. Given the reactants [F:1][C:2]([F:23])([F:22])[C:3]1[CH:4]=[C:5]([C:9]2[CH:14]=[C:13]([C:15]([F:18])([F:17])[F:16])[N:12]3[N:19]=[CH:20][CH:21]=[C:11]3[N:10]=2)[CH:6]=[CH:7][CH:8]=1.C([O-])(=O)C.[Na+].[I:29]Cl, predict the reaction product. (4) Given the reactants P(Br)(Br)[Br:2].CN(C)[CH:7]=[O:8].[F:10][C:11]1[CH:12]=[C:13]2[C:18](=[C:19]([F:21])[CH:20]=1)[CH2:17][C:16](=O)[CH2:15][CH2:14]2.C(=O)(O)[O-].[Na+], predict the reaction product. The product is: [Br:2][C:16]1[CH2:15][CH2:14][C:13]2[C:18](=[C:19]([F:21])[CH:20]=[C:11]([F:10])[CH:12]=2)[C:17]=1[CH:7]=[O:8].